This data is from Full USPTO retrosynthesis dataset with 1.9M reactions from patents (1976-2016). The task is: Predict the reactants needed to synthesize the given product. (1) Given the product [C:22]([O:26][C:27](=[O:28])[N:5]([C@H:3]([CH3:4])[C@H:2]([F:1])[C:16]1[CH:21]=[CH:20][CH:19]=[CH:18][CH:17]=1)[CH2:6][C:7]1[CH:12]=[CH:11][CH:10]=[C:9]([N+:13]([O-:15])=[O:14])[CH:8]=1)([CH3:25])([CH3:24])[CH3:23], predict the reactants needed to synthesize it. The reactants are: [F:1][C@H:2]([C:16]1[CH:21]=[CH:20][CH:19]=[CH:18][CH:17]=1)[C@H:3]([NH:5][CH2:6][C:7]1[CH:12]=[CH:11][CH:10]=[C:9]([N+:13]([O-:15])=[O:14])[CH:8]=1)[CH3:4].[C:22]([O:26][C:27](O[C:27]([O:26][C:22]([CH3:25])([CH3:24])[CH3:23])=[O:28])=[O:28])([CH3:25])([CH3:24])[CH3:23].C(N(CC)CC)C. (2) Given the product [CH3:1][N:2]([CH3:29])[C:3]1[CH:4]=[CH:5][C:6]([C:9]2[NH:14][C:13](=[O:15])[C:12]([C:16]([OH:18])=[O:17])=[C:11]([OH:26])[C:10]=2[CH2:27][OH:28])=[CH:7][CH:8]=1, predict the reactants needed to synthesize it. The reactants are: [CH3:1][N:2]([CH3:29])[C:3]1[CH:8]=[CH:7][C:6]([C:9]2[NH:14][C:13](=[O:15])[C:12]([C:16]([O:18]CC3C=CC=CC=3)=[O:17])=[C:11]([OH:26])[C:10]=2[CH2:27][OH:28])=[CH:5][CH:4]=1. (3) Given the product [OH:8][N:9]1[C:14]2[N:15]=[CH:16][N:17]=[C:18]([CH3:19])[C:13]=2[C:12]([NH:20][CH2:21][C:22]2[CH:23]=[CH:24][C:25]([NH:28][S:29]([CH3:32])(=[O:31])=[O:30])=[CH:26][CH:27]=2)=[CH:11][C:10]1=[O:33], predict the reactants needed to synthesize it. The reactants are: C([O:8][N:9]1[C:14]2[N:15]=[CH:16][N:17]=[C:18]([CH3:19])[C:13]=2[C:12]([NH:20][CH2:21][C:22]2[CH:27]=[CH:26][C:25]([NH:28][S:29]([CH3:32])(=[O:31])=[O:30])=[CH:24][CH:23]=2)=[CH:11][C:10]1=[O:33])C1C=CC=CC=1.CO.[H][H]. (4) Given the product [C:52]([O:51][C:49](=[O:50])[N:47]([CH:45]([C:44](=[O:56])[NH:43][CH:22]([C:23]([N:24]1[CH:28]([C:29](=[O:41])[NH:30][CH:31]2[C:40]3[C:35](=[CH:36][CH:37]=[CH:38][CH:39]=3)[CH2:34][CH2:33][CH2:32]2)[CH2:27][S:26][CH2:25]1)=[O:42])[CH2:21][CH2:20][CH2:19][CH2:18][NH2:17])[CH3:46])[CH3:48])([CH3:53])([CH3:54])[CH3:55], predict the reactants needed to synthesize it. The reactants are: C1C2C(COC(=O)[NH:17][CH2:18][CH2:19][CH2:20][CH2:21][CH:22]([NH:43][C:44](=[O:56])[CH:45]([N:47]([C:49]([O:51][C:52]([CH3:55])([CH3:54])[CH3:53])=[O:50])[CH3:48])[CH3:46])[C:23](=[O:42])[N:24]3[CH:28]([C:29](=[O:41])[NH:30][CH:31]4[C:40]5[C:35](=[CH:36][CH:37]=[CH:38][CH:39]=5)[CH2:34][CH2:33][CH2:32]4)[CH2:27][S:26][CH2:25]3)C3C(=CC=CC=3)C=2C=CC=1.C(NCC)C. (5) Given the product [CH2:1]([N:8]([CH2:10][C:11]1([C:25]2[CH:30]=[CH:29][CH:28]=[CH:27][CH:26]=2)[CH2:16][CH2:15][C:14]([N:23]([CH3:33])[CH3:24])([C:17]2[CH:18]=[CH:19][CH:20]=[CH:21][CH:22]=2)[CH2:13][CH2:12]1)[CH3:9])[C:2]1[CH:3]=[CH:4][CH:5]=[CH:6][CH:7]=1, predict the reactants needed to synthesize it. The reactants are: [CH2:1]([N:8]([CH2:10][C:11]1([C:25]2[CH:30]=[CH:29][CH:28]=[CH:27][CH:26]=2)[CH2:16][CH2:15][C:14]([NH:23][CH3:24])([C:17]2[CH:22]=[CH:21][CH:20]=[CH:19][CH:18]=2)[CH2:13][CH2:12]1)[CH3:9])[C:2]1[CH:7]=[CH:6][CH:5]=[CH:4][CH:3]=1.C=O.[C:33](B)#N.[Na].C(O)(=O)C. (6) Given the product [OH:7][C:8]1[CH:13]=[CH:12][C:11]([C:20](=[O:19])[CH2:21][CH2:22][CH2:23][CH3:24])=[CH:10][C:9]=1[CH3:14], predict the reactants needed to synthesize it. The reactants are: C([O:7][C:8]1[CH:13]=[CH:12][CH:11]=[CH:10][C:9]=1[CH3:14])(=O)CCCC.C([O:19][C:20]1C=[CH:24][CH:23]=[CH:22][C:21]=1C)(=O)CC. (7) The reactants are: [S:1]1[CH:5]=[CH:4][C:3]([CH2:6][C:7]#[N:8])=[CH:2]1.[C:9]1(=O)[CH2:15][CH2:14][CH2:13][CH2:12][CH2:11][CH2:10]1. Given the product [C:9]1(=[C:6]([C:3]2[CH:4]=[CH:5][S:1][CH:2]=2)[C:7]#[N:8])[CH2:15][CH2:14][CH2:13][CH2:12][CH2:11][CH2:10]1, predict the reactants needed to synthesize it. (8) Given the product [CH:1]1([NH:15][CH2:8][C:9]2[CH:14]=[CH:13][CH:12]=[CH:11][CH:10]=2)[CH2:6][CH2:5][CH2:4][CH2:3][CH2:2]1, predict the reactants needed to synthesize it. The reactants are: [C:1]1(=O)[CH2:6][CH2:5][CH2:4][CH2:3][CH2:2]1.[CH2:8]([NH2:15])[C:9]1[CH:14]=[CH:13][CH:12]=[CH:11][CH:10]=1.C(O)=O.